Predict the product of the given reaction. From a dataset of Forward reaction prediction with 1.9M reactions from USPTO patents (1976-2016). Given the reactants [CH3:1][C:2]1[CH:6]=[C:5]([C:7]([N:9]2[CH2:14][CH2:13][N:12]([CH3:15])[CH2:11][CH2:10]2)=[O:8])[S:4][C:3]=1[C:16]1[CH:17]=[C:18]2[C:23](=[C:24]([O:26]COCC[Si](C)(C)C)[CH:25]=1)[N:22]=[CH:21][N:20](COCC[Si](C)(C)C)[C:19]2=[O:43].O.C(=O)([O-])O.[Na+], predict the reaction product. The product is: [OH:26][C:24]1[CH:25]=[C:16]([C:3]2[S:4][C:5]([C:7]([N:9]3[CH2:14][CH2:13][N:12]([CH3:15])[CH2:11][CH2:10]3)=[O:8])=[CH:6][C:2]=2[CH3:1])[CH:17]=[C:18]2[C:23]=1[N:22]=[CH:21][NH:20][C:19]2=[O:43].